From a dataset of Full USPTO retrosynthesis dataset with 1.9M reactions from patents (1976-2016). Predict the reactants needed to synthesize the given product. (1) Given the product [OH:20][CH2:19][C@@H:13]1[C@@:12]([CH3:21])([C@H:11]2[CH2:10][CH2:9][C@@:8]3([CH3:22])[C@@H:4]([CH2:5][CH2:6][C:7]3=[CH2:23])[C@@H:3]2[CH2:2][NH:1][CH2:31][C:30]2[CH:33]=[CH:34][C:27]([N+:24]([O-:26])=[O:25])=[CH:28][CH:29]=2)[CH2:17][CH2:16][C@H:15]([OH:18])[CH2:14]1, predict the reactants needed to synthesize it. The reactants are: [NH2:1][CH2:2][C@@H:3]1[C@@H:11]([C@@:12]2([CH3:21])[CH2:17][CH2:16][C@H:15]([OH:18])[CH2:14][C@@H:13]2[CH2:19][OH:20])[CH2:10][CH2:9][C@@:8]2([CH3:22])[C@H:4]1[CH2:5][CH2:6][C:7]2=[CH2:23].[N+:24]([C:27]1[CH:34]=[CH:33][C:30]([CH:31]=O)=[CH:29][CH:28]=1)([O-:26])=[O:25].[BH4-].[Na+].C1COCC1. (2) Given the product [F:16][C:17]([F:29])([F:28])[C:18]1[CH:23]=[CH:22][CH:21]=[CH:20][C:19]=1[S:24]([N:9]1[CH2:8][CH2:7][C:6]2([C:4](=[O:5])[N:40]([C:37]3[CH:38]=[CH:39][C:34]([O:33][CH:32]([CH3:41])[C:31]([F:30])([F:42])[F:43])=[CH:35][CH:36]=3)[CH2:13][CH2:12]2)[CH2:11][CH2:10]1)(=[O:26])=[O:25], predict the reactants needed to synthesize it. The reactants are: C(O[C:4]([C:6]1([CH2:12][CH2:13]OC)[CH2:11][CH2:10][NH:9][CH2:8][CH2:7]1)=[O:5])C.[F:16][C:17]([F:29])([F:28])[C:18]1[CH:23]=[CH:22][CH:21]=[CH:20][C:19]=1[S:24](Cl)(=[O:26])=[O:25].[F:30][C:31]([F:43])([F:42])[CH:32]([CH3:41])[O:33][C:34]1[CH:39]=[CH:38][C:37]([NH2:40])=[CH:36][CH:35]=1. (3) Given the product [CH2:29]([O:28][C:26]([N:12]1[CH:11]([C:13]([OH:15])=[O:14])[CH2:10][S:9][C@@H:8]1[C:4]1[CH:5]=[CH:6][CH:7]=[C:2]([F:1])[CH:3]=1)=[O:27])[C:30]1[CH:35]=[CH:34][CH:33]=[CH:32][CH:31]=1, predict the reactants needed to synthesize it. The reactants are: [F:1][C:2]1[CH:3]=[C:4]([C@@H:8]2[NH:12][CH:11]([C:13]([OH:15])=[O:14])[CH2:10][S:9]2)[CH:5]=[CH:6][CH:7]=1.CCN(C(C)C)C(C)C.Cl[C:26]([O:28][CH2:29][C:30]1[CH:35]=[CH:34][CH:33]=[CH:32][CH:31]=1)=[O:27]. (4) Given the product [CH3:17][C@@H:14]([CH2:15][CH3:16])[C@H:13]([NH:18][CH3:19])[CH2:12][N:10]1[CH2:9][CH:8]([OH:7])[CH2:11]1, predict the reactants needed to synthesize it. The reactants are: [H-].[H-].[H-].[H-].[Li+].[Al+3].[OH:7][CH:8]1[CH2:11][N:10]([C:12](=O)[C@@H:13]([NH:18][C:19](=O)OC(C)(C)C)[C@@H:14]([CH3:17])[CH2:15][CH3:16])[CH2:9]1.O.[OH-].[Na+]. (5) Given the product [OH:12][C:6]1[CH:7]=[CH:11][C:3]([C:1]#[N:2])=[C:4]([S:13][CH3:14])[N:5]=1, predict the reactants needed to synthesize it. The reactants are: [C:1]([C:3]1[C:4]([S:13][CH3:14])=[N:5][C:6]([OH:12])=[C:7]([CH:11]=1)C(O)=O)#[N:2].C1CCCCC1. (6) Given the product [Br:1][C:2]1[N:17]=[C:5]2[N:6]=[C:7]([C:23]3[CH:24]=[CH:25][C:20]([CH:18]=[O:19])=[CH:21][CH:22]=3)[C:8]([C:10]3[CH:15]=[CH:14][CH:13]=[CH:12][CH:11]=3)=[CH:9][N:4]2[N:3]=1, predict the reactants needed to synthesize it. The reactants are: [Br:1][C:2]1[N:17]=[C:5]2[N:6]=[C:7](Cl)[C:8]([C:10]3[CH:15]=[CH:14][CH:13]=[CH:12][CH:11]=3)=[CH:9][N:4]2[N:3]=1.[CH:18]([C:20]1[CH:25]=[CH:24][C:23](B(O)O)=[CH:22][CH:21]=1)=[O:19].C(=O)([O-])[O-].[Na+].[Na+]. (7) Given the product [F:28][C:4]1[CH:3]=[C:2]([S:39][CH3:38])[CH:7]=[CH:6][C:5]=1[CH:8]1[CH2:13][C:12]([S:15]([C:18]2[CH:23]=[CH:22][CH:21]=[C:20]([O:24][CH:25]([CH3:27])[CH3:26])[CH:19]=2)(=[O:17])=[O:16])([CH3:14])[CH2:11][CH2:10][O:9]1, predict the reactants needed to synthesize it. The reactants are: Br[C:2]1[CH:7]=[CH:6][C:5]([CH:8]2[CH2:13][C:12]([S:15]([C:18]3[CH:23]=[CH:22][CH:21]=[C:20]([O:24][CH:25]([CH3:27])[CH3:26])[CH:19]=3)(=[O:17])=[O:16])([CH3:14])[CH2:11][CH2:10][O:9]2)=[C:4]([F:28])[CH:3]=1.CCN(C(C)C)C(C)C.[CH3:38][S-:39].[Na+].CC1(C)C2C(=C(P(C3C=CC=CC=3)C3C=CC=CC=3)C=CC=2)OC2C(P(C3C=CC=CC=3)C3C=CC=CC=3)=CC=CC1=2.